From a dataset of Full USPTO retrosynthesis dataset with 1.9M reactions from patents (1976-2016). Predict the reactants needed to synthesize the given product. (1) Given the product [F:26][C:25]1[CH:24]=[CH:23][C:10]([CH2:11][C:12]2[C:21]3[C:16](=[CH:17][CH:18]=[CH:19][CH:20]=3)[C:15](=[O:22])[NH:14][N:13]=2)=[CH:9][C:8]=1[C:6]([N:4]1[CH2:3][CH:2]([NH:1][CH:29]([CH2:30][CH3:31])[CH2:28][CH3:27])[CH2:5]1)=[O:7], predict the reactants needed to synthesize it. The reactants are: [NH2:1][CH:2]1[CH2:5][N:4]([C:6]([C:8]2[CH:9]=[C:10]([CH:23]=[CH:24][C:25]=2[F:26])[CH2:11][C:12]2[C:21]3[C:16](=[CH:17][CH:18]=[CH:19][CH:20]=3)[C:15](=[O:22])[NH:14][N:13]=2)=[O:7])[CH2:3]1.[CH3:27][CH2:28][C:29](=O)[CH2:30][CH3:31].C(O[BH-](OC(=O)C)OC(=O)C)(=O)C.[Na+]. (2) The reactants are: [CH3:1][C:2]([C:4]1[CH:9]=[C:8]([O:10][CH3:11])[CH:7]=[CH:6][C:5]=1[OH:12])=[O:3].Cl[C:14]1[C:23]2[C:18](=[CH:19][C:20]([O:26][CH3:27])=[C:21]([O:24][CH3:25])[CH:22]=2)[N:17]=[CH:16][CH:15]=1. Given the product [CH3:25][O:24][C:21]1[CH:22]=[C:23]2[C:18](=[CH:19][C:20]=1[O:26][CH3:27])[N:17]=[CH:16][CH:15]=[C:14]2[O:12][C:5]1[CH:6]=[CH:7][C:8]([O:10][CH3:11])=[CH:9][C:4]=1[C:2](=[O:3])[CH3:1], predict the reactants needed to synthesize it. (3) Given the product [CH3:25][O:26][C:27]1[CH:28]=[C:29]2[C:33](=[CH:34][CH:35]=1)[N:32]([CH3:36])[N:31]=[C:30]2[C:2]1[N:14]([S:15]([C:18]2[CH:19]=[CH:20][C:21]([CH3:22])=[CH:23][CH:24]=2)(=[O:16])=[O:17])[C:5]2=[N:6][CH:7]=[C:8]3[CH:12]=[N:11][N:10]([CH3:13])[C:9]3=[C:4]2[CH:3]=1, predict the reactants needed to synthesize it. The reactants are: I[C:2]1[N:14]([S:15]([C:18]2[CH:24]=[CH:23][C:21]([CH3:22])=[CH:20][CH:19]=2)(=[O:17])=[O:16])[C:5]2=[N:6][CH:7]=[C:8]3[CH:12]=[N:11][N:10]([CH3:13])[C:9]3=[C:4]2[CH:3]=1.[CH3:25][O:26][C:27]1[CH:28]=[C:29]2[C:33](=[CH:34][CH:35]=1)[N:32]([CH3:36])[N:31]=[C:30]2[Sn](C)(C)C. (4) Given the product [N+:23]([C:18]1[CH:17]=[CH:22][CH:21]=[CH:20][C:14]=1[NH:13][C:11]1[CH:10]=[CH:9][CH:8]=[C:7]2[C:12]=1[N:3]=[CH:4][CH:5]=[CH:6]2)([O-:25])=[O:24], predict the reactants needed to synthesize it. The reactants are: [H-].[Na+].[N:3]1[C:12]2[C:7](=[CH:8][CH:9]=[CH:10][C:11]=2[NH:13][CH:14]=O)[CH:6]=[CH:5][CH:4]=1.Cl[C:17]1[CH:22]=[CH:21][CH:20]=C[C:18]=1[N+:23]([O-:25])=[O:24].O.